Predict which catalyst facilitates the given reaction. From a dataset of Catalyst prediction with 721,799 reactions and 888 catalyst types from USPTO. (1) Reactant: [CH2:1]([O:3][C:4](=[O:15])[CH:5]([OH:14])[CH2:6][CH2:7][C:8]1[CH:13]=[CH:12][CH:11]=[CH:10][CH:9]=1)[CH3:2].C(N(CC)CC)C.[O:23](S(C)(=O)=O)[S:24]([CH3:27])(=O)=[O:25]. Product: [CH2:1]([O:3][C:4](=[O:15])[CH:5]([O:14][S:24]([CH3:27])(=[O:25])=[O:23])[CH2:6][CH2:7][C:8]1[CH:13]=[CH:12][CH:11]=[CH:10][CH:9]=1)[CH3:2]. The catalyst class is: 64. (2) Reactant: [CH:1]1[C:2](/[CH:8]=[CH:9]/[C:10]([CH2:12][C:13](/[CH:15]=[CH:16]/[C:17]2[CH:22]=[CH:21][C:20]([OH:23])=[CH:19][CH:18]=2)=[O:14])=[O:11])=[CH:3][CH:4]=[C:5]([OH:7])[CH:6]=1. Product: [OH:11][C:10]([CH2:9][CH2:8][C:2]1[CH:3]=[CH:4][C:5]([OH:7])=[CH:6][CH:1]=1)=[CH:12][C:13](=[O:14])[CH2:15][CH2:16][C:17]1[CH:22]=[CH:21][C:20]([OH:23])=[CH:19][CH:18]=1. The catalyst class is: 78. (3) Reactant: [Cl:1][C:2]1[CH:3]=[C:4]([C:8]2[C:13]3[N:14]([CH2:26][C@H:27]4[CH2:32][CH2:31][C@H:30]([CH3:33])[CH2:29][CH2:28]4)[C:15]([N:17]4[CH2:22][CH2:21][O:20][C@@H:19]5[CH2:23][CH2:24][CH2:25][C@@H:18]45)=[N:16][C:12]=3[CH:11]=[C:10]([C:34]#[N:35])[N:9]=2)[CH:5]=[N:6][CH:7]=1.[Cl-].[Li+].CC1(C)CCCC(C)(C)N1[Mg]Cl.[Br:50]N1C(C)(C)C(=O)N(Br)C1=O. Product: [Br:50][C:11]1[C:12]2[N:16]=[C:15]([N:17]3[CH2:22][CH2:21][O:20][C@@H:19]4[CH2:23][CH2:24][CH2:25][C@@H:18]34)[N:14]([CH2:26][C@H:27]3[CH2:32][CH2:31][C@H:30]([CH3:33])[CH2:29][CH2:28]3)[C:13]=2[C:8]([C:4]2[CH:5]=[N:6][CH:7]=[C:2]([Cl:1])[CH:3]=2)=[N:9][C:10]=1[C:34]#[N:35]. The catalyst class is: 1. (4) Reactant: [CH3:1][O:2][C:3]1[N:8]=[CH:7][C:6]([C:9]2[O:10][C:11]3[CH:20]=[CH:19][C:18]([NH:21][C:22]([O:24][C:25]([CH3:28])([CH3:27])[CH3:26])=[O:23])=[CH:17][C:12]=3[C:13](=[O:16])[C:14]=2[OH:15])=[CH:5][CH:4]=1. Product: [CH3:1][O:2][C:3]1[N:8]=[CH:7][C:6]([C:9]2[O:10][C:11]3[CH:20]=[CH:19][C:18]([NH:21][C:22]([O:24][C:25]([CH3:28])([CH3:27])[CH3:26])=[O:23])=[CH:17][C:12]=3[C:13](=[O:16])[C:14]=2[O:15][CH2:13][C:12]2[CH:17]=[CH:18][CH:19]=[CH:20][CH:11]=2)=[CH:5][CH:4]=1. The catalyst class is: 147. (5) Reactant: [F:1][C:2]1[CH:3]=[N:4][C:5]([NH:11][C@H:12]2[CH2:17][CH2:16][C@H:15]([C:18]([O:20][CH3:21])=[O:19])[CH2:14][CH2:13]2)=[C:6]([CH:10]=1)[C:7]([OH:9])=O.[NH2:22][C@@H:23]1[CH2:28][CH2:27][C@H:26]([NH:29][C:30](=[O:36])[O:31][C:32]([CH3:35])([CH3:34])[CH3:33])[CH2:25][CH2:24]1.CN(C(ON1N=NC2C=CC=NC1=2)=[N+](C)C)C.F[P-](F)(F)(F)(F)F.C1C=NC2N(O)N=NC=2C=1.CCN(C(C)C)C(C)C. Product: [C:32]([O:31][C:30]([NH:29][C@@H:26]1[CH2:25][CH2:24][C@H:23]([NH:22][C:7]([C:6]2[C:5]([NH:11][C@H:12]3[CH2:17][CH2:16][C@H:15]([C:18]([O:20][CH3:21])=[O:19])[CH2:14][CH2:13]3)=[N:4][CH:3]=[C:2]([F:1])[CH:10]=2)=[O:9])[CH2:28][CH2:27]1)=[O:36])([CH3:35])([CH3:33])[CH3:34]. The catalyst class is: 296. (6) Reactant: [BH4-].[Na+].[CH3:3][O:4][C:5]1[C:10]([CH:11]=[O:12])=[CH:9][CH:8]=[CH:7][N:6]=1. Product: [CH3:3][O:4][C:5]1[C:10]([CH2:11][OH:12])=[CH:9][CH:8]=[CH:7][N:6]=1. The catalyst class is: 14. (7) Product: [CH2:14]([O:8][C:7]1[CH:6]=[C:5]([CH:11]=[CH:10][CH:9]=1)[O:4][CH2:3][CH2:2][OH:1])[C:15]1[CH:20]=[CH:19][CH:18]=[CH:17][CH:16]=1. The catalyst class is: 5. Reactant: [OH:1][CH2:2][CH2:3][O:4][C:5]1[CH:11]=[CH:10][CH:9]=[C:7]([OH:8])[CH:6]=1.[OH-].[Na+].[CH2:14](Br)[C:15]1[CH:20]=[CH:19][CH:18]=[CH:17][CH:16]=1.